This data is from Forward reaction prediction with 1.9M reactions from USPTO patents (1976-2016). The task is: Predict the product of the given reaction. (1) Given the reactants O.[N:2]1(O)C2C=CC=CC=2N=N1.[OH-].[NH4+].[I:14][C:15]1[CH:16]=[C:17]([CH:21]=[CH:22][C:23]=1[CH3:24])[C:18](O)=[O:19], predict the reaction product. The product is: [I:14][C:15]1[CH:16]=[C:17]([CH:21]=[CH:22][C:23]=1[CH3:24])[C:18]([NH2:2])=[O:19]. (2) The product is: [CH2:1]([O:8][CH2:9][C:10]1[CH2:11][C:12]([C:13]([Cl:16])([Cl:15])[Cl:14])([OH:17])[N:25]([C:20]2[C:19]([Cl:18])=[CH:24][CH:23]=[CH:22][N:21]=2)[N:26]=1)[C:2]1[CH:3]=[CH:4][CH:5]=[CH:6][CH:7]=1. Given the reactants [CH2:1]([O:8][CH2:9][C:10]#[C:11][C:12](=[O:17])[C:13]([Cl:16])([Cl:15])[Cl:14])[C:2]1[CH:7]=[CH:6][CH:5]=[CH:4][CH:3]=1.[Cl:18][C:19]1[C:20]([NH:25][NH2:26])=[N:21][CH:22]=[CH:23][CH:24]=1, predict the reaction product. (3) Given the reactants [Br:1][CH:2]1[C:8](=[O:9])[CH2:7][CH2:6][CH2:5][N:4]([C:10]([O:12][CH2:13][C:14]2[CH:19]=[CH:18][CH:17]=[CH:16][CH:15]=2)=[O:11])[CH2:3]1.[BH4-].[Na+], predict the reaction product. The product is: [Br:1][CH:2]1[CH:8]([OH:9])[CH2:7][CH2:6][CH2:5][N:4]([C:10]([O:12][CH2:13][C:14]2[CH:19]=[CH:18][CH:17]=[CH:16][CH:15]=2)=[O:11])[CH2:3]1. (4) Given the reactants [CH:1]1([NH2:6])[CH2:5][CH2:4][CH2:3][CH2:2]1.[CH:7]1([C:10]2[N:15]=[C:14]([C:16]([NH:18][C:19]3[CH:27]=[N:26][CH:25]=[CH:24][C:20]=3[C:21](O)=[O:22])=[O:17])[C:13]([NH:28][C:29]3[CH:30]=[N:31][CH:32]=[N:33][CH:34]=3)=[CH:12][CH:11]=2)[CH2:9][CH2:8]1, predict the reaction product. The product is: [CH:1]1([NH:6][C:21]([C:20]2[CH:24]=[CH:25][N:26]=[CH:27][C:19]=2[NH:18][C:16]([C:14]2[C:13]([NH:28][C:29]3[CH:30]=[N:31][CH:32]=[N:33][CH:34]=3)=[CH:12][CH:11]=[C:10]([CH:7]3[CH2:9][CH2:8]3)[N:15]=2)=[O:17])=[O:22])[CH2:5][CH2:4][CH2:3][CH2:2]1. (5) Given the reactants [NH2:1][C:2]1[N:7]=[C:6]([C:8]2[CH:13]=[CH:12][C:11]([CH2:14][C@H:15]([NH:19][C:20]([O:22][C:23]([CH3:26])([CH3:25])[CH3:24])=[O:21])[C:16]([OH:18])=[O:17])=[CH:10][CH:9]=2)[CH:5]=[C:4]([O:27][C@@H:28]([C:33]2[CH:38]=[CH:37][C:36](Br)=[CH:35][CH:34]=2)[C:29]([F:32])([F:31])[F:30])[N:3]=1.CC1(C)C(C)(C)OB([C:48]2[CH:49]=[N:50][O:51][CH:52]=2)O1.C(#N)C.C(=O)([O-])[O-].[Na+].[Na+], predict the reaction product. The product is: [NH2:1][C:2]1[N:7]=[C:6]([C:8]2[CH:13]=[CH:12][C:11]([CH2:14][C@H:15]([NH:19][C:20]([O:22][C:23]([CH3:26])([CH3:25])[CH3:24])=[O:21])[C:16]([OH:18])=[O:17])=[CH:10][CH:9]=2)[CH:5]=[C:4]([O:27][C@@H:28]([C:33]2[CH:38]=[CH:37][C:36]([C:48]3[CH:49]=[N:50][O:51][CH:52]=3)=[CH:35][CH:34]=2)[C:29]([F:32])([F:31])[F:30])[N:3]=1. (6) Given the reactants [F:1][C:2]1[C:9]([I:10])=[CH:8][CH:7]=[CH:6]C=1C#N.S(=O)(=O)(O)[OH:12].[O:16]1[CH2:21][CH2:20]OCC1, predict the reaction product. The product is: [F:1][C:2]1[C:9]([I:10])=[CH:8][CH:7]=[CH:6][C:20]=1[C:21]([OH:16])=[O:12]. (7) Given the reactants Br[C:2]1[CH:3]=[C:4]([NH:8][C:9]([N:11]2[CH2:16][CH2:15][N:14]([C:17](=[O:25])[C:18]3[CH:23]=[CH:22][CH:21]=[C:20]([F:24])[CH:19]=3)[CH2:13][CH2:12]2)=[O:10])[CH:5]=[CH:6][CH:7]=1.CC([O-])(C)C.[Na+].[C:32]1([NH2:38])[CH:37]=[CH:36][CH:35]=[CH:34][CH:33]=1.C1(P(C2CCCCC2)C2C=CC=CC=2C2C=CC=CC=2N(C)C)CCCCC1, predict the reaction product. The product is: [C:32]1([NH:38][C:2]2[CH:3]=[C:4]([NH:8][C:9]([N:11]3[CH2:16][CH2:15][N:14]([C:17](=[O:25])[C:18]4[CH:23]=[CH:22][CH:21]=[C:20]([F:24])[CH:19]=4)[CH2:13][CH2:12]3)=[O:10])[CH:5]=[CH:6][CH:7]=2)[CH:37]=[CH:36][CH:35]=[CH:34][CH:33]=1.